Dataset: Forward reaction prediction with 1.9M reactions from USPTO patents (1976-2016). Task: Predict the product of the given reaction. (1) Given the reactants [F:1][C:2]1[CH:3]=[C:4]([CH:34]=[CH:35][C:36]=1[OH:37])[C:5]([CH2:7][NH:8][C:9]1[CH:14]=[C:13]([O:15][CH3:16])[CH:12]=[CH:11][C:10]=1[CH:17]1[CH2:26][CH2:25][C:24]2[CH:23]=[C:22]([O:27]C(=O)C(C)(C)C)[CH:21]=[CH:20][C:19]=2[CH2:18]1)=O.Cl[CH2:39][C:40]([N:42]1[CH2:47][CH2:46][CH2:45][CH2:44][CH2:43]1)=O, predict the reaction product. The product is: [F:1][C:2]1[CH:3]=[C:4]([CH:34]=[CH:35][C:36]=1[O:37][CH2:39][CH2:40][N:42]1[CH2:47][CH2:46][CH2:45][CH2:44][CH2:43]1)[CH2:5][CH2:7][NH:8][C:9]1[CH:14]=[C:13]([O:15][CH3:16])[CH:12]=[CH:11][C:10]=1[CH:17]1[CH2:26][CH2:25][C:24]2[CH:23]=[C:22]([OH:27])[CH:21]=[CH:20][C:19]=2[CH2:18]1. (2) Given the reactants [CH2:1]([OH:10])[CH2:2][CH2:3][CH:4]([OH:9])[CH2:5][CH2:6][CH2:7][OH:8].[CH3:11][C:12](OCC1C2C(=CC=CC=2)C(COC(C)=O)=C2C=1C=CC=C2)=[O:13].[C:35](OCC)(=[O:37])[CH3:36], predict the reaction product. The product is: [C:12]([O:10][CH2:1][CH2:2][CH2:3][CH:4]([OH:9])[CH2:5][CH2:6][CH2:7][O:8][C:35](=[O:37])[CH3:36])(=[O:13])[CH3:11]. (3) Given the reactants O=C1C2(CCN(C(OC(C)(C)C)=O)CC2)C2C(=CC([B:23]3[O:27][C:26]([CH3:29])([CH3:28])[C:25]([CH3:31])([CH3:30])[O:24]3)=CC=2)N1.Br[C:33]1[CH:41]=[C:40]2[C:36]([C:37]([F:52])([F:51])[C:38](=[O:50])[N:39]2[CH2:42][O:43][CH2:44][CH2:45][Si:46]([CH3:49])([CH3:48])[CH3:47])=[CH:35][CH:34]=1, predict the reaction product. The product is: [F:51][C:37]1([F:52])[C:36]2[C:40](=[CH:41][C:33]([B:23]3[O:27][C:26]([CH3:29])([CH3:28])[C:25]([CH3:31])([CH3:30])[O:24]3)=[CH:34][CH:35]=2)[N:39]([CH2:42][O:43][CH2:44][CH2:45][Si:46]([CH3:49])([CH3:48])[CH3:47])[C:38]1=[O:50]. (4) Given the reactants Cl.[F:2][C:3]([F:34])([F:33])[C:4]1[CH:5]=[C:6]([CH:26]=[C:27]([C:29]([F:32])([F:31])[F:30])[CH:28]=1)[CH2:7][N:8]([CH3:25])[C:9]([C@@H:11]1[CH2:16][CH2:15][NH:14][CH2:13][C@H:12]1[C:17]1[CH:22]=[CH:21][C:20]([F:23])=[CH:19][C:18]=1[CH3:24])=[O:10].[Cl:35][CH2:36][C:37]([N:39]([CH3:41])[CH3:40])=[O:38].[Na+].[I-].Cl.C(OCC)(=O)C, predict the reaction product. The product is: [ClH:35].[F:34][C:3]([F:2])([F:33])[C:4]1[CH:5]=[C:6]([CH:26]=[C:27]([C:29]([F:30])([F:31])[F:32])[CH:28]=1)[CH2:7][N:8]([CH3:25])[C:9]([C@@H:11]1[CH2:16][CH2:15][N:14]([CH2:36][C:37]([N:39]([CH3:41])[CH3:40])=[O:38])[CH2:13][C@H:12]1[C:17]1[CH:22]=[CH:21][C:20]([F:23])=[CH:19][C:18]=1[CH3:24])=[O:10]. (5) Given the reactants [CH:1]([N:14]1[CH2:19][CH2:18][N:17]([NH:20][C:21](=[O:32])[CH2:22][N:23](C(OC(C)(C)C)=O)[CH3:24])[CH2:16][CH2:15]1)([C:8]1[CH:13]=[CH:12][CH:11]=[CH:10][CH:9]=1)[C:2]1[CH:7]=[CH:6][CH:5]=[CH:4][CH:3]=1.FC(F)(F)C(O)=O, predict the reaction product. The product is: [CH:1]([N:14]1[CH2:15][CH2:16][N:17]([NH:20][C:21](=[O:32])[CH2:22][NH:23][CH3:24])[CH2:18][CH2:19]1)([C:2]1[CH:7]=[CH:6][CH:5]=[CH:4][CH:3]=1)[C:8]1[CH:13]=[CH:12][CH:11]=[CH:10][CH:9]=1. (6) Given the reactants [N:1]1([C:6]2[CH:11]=[CH:10][CH:9]=[CH:8][C:7]=2[P:12]2[C:17]([CH3:19])([CH3:18])[CH2:16][C:15](=O)[CH2:14][C:13]2([CH3:22])[CH3:21])[CH:5]=[CH:4][CH:3]=[CH:2]1.C(O)COCCO.O.NN.[OH-].[K+], predict the reaction product. The product is: [CH3:21][C:13]1([CH3:22])[CH2:14][CH2:15][CH2:16][C:17]([CH3:18])([CH3:19])[P:12]1[C:7]1[CH:8]=[CH:9][CH:10]=[CH:11][C:6]=1[N:1]1[CH:5]=[CH:4][CH:3]=[CH:2]1. (7) Given the reactants [CH:1]1([C@H:5]([NH:7][C:8]2[N:16]=[C:15]([C:17](=[O:19])[CH3:18])[N:14]=[C:13]3[C:9]=2[N:10]([CH2:29][C@H:30]2[CH2:35][CH2:34][C@H:33]([CH3:36])[CH2:32][CH2:31]2)[C:11]([C:20]2[CH:25]=[C:24]([CH:26]([CH3:28])[CH3:27])[CH:23]=[CH:22][N:21]=2)=[N:12]3)[CH3:6])[CH2:4][CH2:3][CH2:2]1.[BH4-].[Na+], predict the reaction product. The product is: [CH:1]1([C@H:5]([NH:7][C:8]2[N:16]=[C:15]([CH:17]([OH:19])[CH3:18])[N:14]=[C:13]3[C:9]=2[N:10]([CH2:29][C@H:30]2[CH2:35][CH2:34][C@H:33]([CH3:36])[CH2:32][CH2:31]2)[C:11]([C:20]2[CH:25]=[C:24]([CH:26]([CH3:27])[CH3:28])[CH:23]=[CH:22][N:21]=2)=[N:12]3)[CH3:6])[CH2:2][CH2:3][CH2:4]1. (8) Given the reactants Cl[C:2]1[CH:7]=[C:6]([CH2:8][N:9]2[CH:14]=[C:13]([C:15]3[O:19][N:18]=[C:17]([C:20]4[CH:25]=[CH:24][C:23]([O:26][C:27]([F:30])([F:29])[F:28])=[CH:22][CH:21]=4)[N:16]=3)[CH:12]=[CH:11][C:10]2=[O:31])[CH:5]=[CH:4][N:3]=1.[NH:32]1[CH2:37][CH2:36][NH:35][CH2:34][CH2:33]1, predict the reaction product. The product is: [N:32]1([C:2]2[CH:7]=[C:6]([CH2:8][N:9]3[CH:14]=[C:13]([C:15]4[O:19][N:18]=[C:17]([C:20]5[CH:21]=[CH:22][C:23]([O:26][C:27]([F:29])([F:28])[F:30])=[CH:24][CH:25]=5)[N:16]=4)[CH:12]=[CH:11][C:10]3=[O:31])[CH:5]=[CH:4][N:3]=2)[CH2:37][CH2:36][NH:35][CH2:34][CH2:33]1. (9) Given the reactants [Cl:1][C:2]1[N:7]=[C:6](Cl)[CH:5]=[CH:4][N:3]=1.[Cl:9][C:10]1[CH:11]=[C:12]([CH:14]=[CH:15][C:16]=1[F:17])[NH2:13].C(N(C(C)C)CC)(C)C, predict the reaction product. The product is: [Cl:1][C:2]1[N:7]=[C:6]([NH:13][C:12]2[CH:14]=[CH:15][C:16]([F:17])=[C:10]([Cl:9])[CH:11]=2)[CH:5]=[CH:4][N:3]=1. (10) Given the reactants [NH:1]1[C:10]2[C:5](=[CH:6][CH:7]=[CH:8][CH:9]=2)[NH:4][CH2:3][CH2:2]1.[C:11](O[C:11]([O:13][C:14]([CH3:17])([CH3:16])[CH3:15])=[O:12])([O:13][C:14]([CH3:17])([CH3:16])[CH3:15])=[O:12], predict the reaction product. The product is: [N:1]1([C:11]([O:13][C:14]([CH3:17])([CH3:16])[CH3:15])=[O:12])[C:10]2[C:5](=[CH:6][CH:7]=[CH:8][CH:9]=2)[NH:4][CH2:3][CH2:2]1.